This data is from Forward reaction prediction with 1.9M reactions from USPTO patents (1976-2016). The task is: Predict the product of the given reaction. (1) Given the reactants [C:1]([O:5][C:6](=[O:29])[NH:7][C@H:8]1[CH2:16][CH2:15][CH2:14][C@H:13]([CH2:17][CH2:18][OH:19])[C@@H:12]([O:20][C:21]2[CH:26]=[CH:25][CH:24]=[CH:23][CH:22]=2)[C@H:11]([CH3:27])[O:10][C:9]1=[O:28])([CH3:4])([CH3:3])[CH3:2].CC(OI1(OC(C)=O)(OC(C)=O)OC(=O)C2C=CC=CC1=2)=O, predict the reaction product. The product is: [C:1]([O:5][C:6](=[O:29])[NH:7][C@H:8]1[CH2:16][CH2:15][CH2:14][C@H:13]([CH2:17][CH:18]=[O:19])[C@@H:12]([O:20][C:21]2[CH:22]=[CH:23][CH:24]=[CH:25][CH:26]=2)[C@H:11]([CH3:27])[O:10][C:9]1=[O:28])([CH3:3])([CH3:2])[CH3:4]. (2) Given the reactants C(O[C:6]([N:8]1[CH2:12][C:11](=[N:13][O:14][CH3:15])[CH2:10][C@H:9]1[C:16]([OH:18])=O)=[O:7])(C)(C)C.[C:19]([C:21]1[CH:26]=[CH:25][CH:24]=[CH:23][C:22]=1[C:27]1[CH:32]=[CH:31][C:30](C(O)=O)=[CH:29][CH:28]=1)#[N:20].[NH2:36][CH2:37][CH:38]([C:40]1[CH:41]=[C:42]([OH:46])[CH:43]=[CH:44][CH:45]=1)[OH:39], predict the reaction product. The product is: [OH:39][CH:38]([C:40]1[CH:45]=[CH:44][CH:43]=[C:42]([OH:46])[CH:41]=1)[CH2:37][NH:36][C:16]([C@@H:9]1[CH2:10][C:11](=[N:13][O:14][CH3:15])[CH2:12][N:8]1[C:6]([C:30]1[CH:29]=[CH:28][C:27]([C:22]2[CH:23]=[CH:24][CH:25]=[CH:26][C:21]=2[C:19]#[N:20])=[CH:32][CH:31]=1)=[O:7])=[O:18]. (3) Given the reactants [OH:1][C:2]1[CH:10]=[CH:9][C:8]([C:11]2[N:12]([C:27]([O:29][C:30]([CH3:33])([CH3:32])[CH3:31])=[O:28])[C:13]3[C:18]([CH:19]=2)=[CH:17][C:16]([CH2:20][N:21]2[CH2:26][CH2:25][CH2:24][CH2:23][CH2:22]2)=[CH:15][CH:14]=3)=[C:7]2[C:3]=1[CH2:4][NH:5][C:6]2=[O:34].C(N(CC)CC)C.[Cl:42][CH2:43][CH2:44][CH2:45][S:46](Cl)(=[O:48])=[O:47], predict the reaction product. The product is: [Cl:42][CH2:43][CH2:44][CH2:45][S:46]([O:1][C:2]1[CH:10]=[CH:9][C:8]([C:11]2[N:12]([C:27]([O:29][C:30]([CH3:31])([CH3:33])[CH3:32])=[O:28])[C:13]3[C:18]([CH:19]=2)=[CH:17][C:16]([CH2:20][N:21]2[CH2:26][CH2:25][CH2:24][CH2:23][CH2:22]2)=[CH:15][CH:14]=3)=[C:7]2[C:3]=1[CH2:4][NH:5][C:6]2=[O:34])(=[O:48])=[O:47]. (4) Given the reactants [N:1]1[N:2]2[CH:13]=[CH:12][N:11]=[C:3]2[N:4]=[C:5]([C:7]([OH:10])([CH3:9])[CH3:8])[CH:6]=1.C([O-])(=O)C.[Na+].[Br:19]Br, predict the reaction product. The product is: [Br:19][C:13]1[N:2]2[N:1]=[CH:6][C:5]([C:7]([OH:10])([CH3:9])[CH3:8])=[N:4][C:3]2=[N:11][CH:12]=1. (5) Given the reactants [NH3:1].C([O:6][C:7]([C:9]1[CH:10]=[C:11]([C:15]2[CH:22]=[CH:21][C:18]([CH2:19]Br)=[CH:17][CH:16]=2)[CH:12]=[CH:13][CH:14]=1)=[O:8])(C)(C)C, predict the reaction product. The product is: [C:7]([C:9]1[CH:10]=[C:11]([C:15]2[CH:22]=[CH:21][C:18]([CH2:19][NH2:1])=[CH:17][CH:16]=2)[CH:12]=[CH:13][CH:14]=1)([OH:6])=[O:8]. (6) The product is: [F:1][C:2]([F:15])([F:14])[S:3]([O:6][C:19]1[CH:18]=[C:17]([OH:16])[C:30]2[C:29](=[O:31])[C:28]3[C:23]([O:22][C:21]=2[CH:20]=1)=[C:24]([O:32][CH3:33])[CH:25]=[CH:26][CH:27]=3)(=[O:5])=[O:4]. Given the reactants [F:1][C:2]([F:15])([F:14])[S:3]([O:6]S(C(F)(F)F)(=O)=O)(=[O:5])=[O:4].[OH:16][C:17]1[C:30]2[C:29](=[O:31])[C:28]3[C:23](=[C:24]([O:32][CH3:33])[CH:25]=[CH:26][CH:27]=3)[O:22][C:21]=2[CH:20]=[C:19](O)[CH:18]=1.N1C=CC=CC=1, predict the reaction product. (7) Given the reactants [F:1][C:2]([F:20])([F:19])[C:3]1[CH:18]=[CH:17][C:6]([S:7][CH2:8][C:9]2[O:13][N:12]=[C:11]([C:14]([OH:16])=O)[CH:10]=2)=[CH:5][CH:4]=1.C(N(CC)CC)C.Cl.C(N=C=NCCCN(C)C)C.ON1C2C=CC=CC=2N=N1.[O:50]1[CH2:55][CH2:54][CH:53]([CH2:56][NH2:57])[CH2:52][CH2:51]1, predict the reaction product. The product is: [O:50]1[CH2:55][CH2:54][CH:53]([CH2:56][NH:57][C:14]([C:11]2[CH:10]=[C:9]([CH2:8][S:7][C:6]3[CH:5]=[CH:4][C:3]([C:2]([F:1])([F:20])[F:19])=[CH:18][CH:17]=3)[O:13][N:12]=2)=[O:16])[CH2:52][CH2:51]1. (8) Given the reactants [NH:1]([C:5]1[CH:52]=[CH:51][C:8]([C:9]([O:11][C:12]2[CH:17]=[CH:16][C:15]([CH2:18][CH2:19][C:20]([N:22]3[CH2:27][CH2:26][S:25](=[O:29])(=[O:28])[CH2:24][CH2:23]3)=[O:21])=[C:14]([C:30]3[CH2:34][C:33]([CH2:43][C:44]([O:46]C(C)(C)C)=[O:45])([CH2:35][C:36](=[O:42])[O:37]C(C)(C)C)[O:32][N:31]=3)[CH:13]=2)=[O:10])=[CH:7][CH:6]=1)[C:2]([NH2:4])=[NH:3].C(O)(C(F)(F)F)=O, predict the reaction product. The product is: [NH:1]([C:5]1[CH:6]=[CH:7][C:8]([C:9]([O:11][C:12]2[CH:17]=[CH:16][C:15]([CH2:18][CH2:19][C:20]([N:22]3[CH2:27][CH2:26][S:25](=[O:29])(=[O:28])[CH2:24][CH2:23]3)=[O:21])=[C:14]([C:30]3[CH2:34][C:33]([CH2:43][C:44]([OH:46])=[O:45])([CH2:35][C:36]([OH:42])=[O:37])[O:32][N:31]=3)[CH:13]=2)=[O:10])=[CH:51][CH:52]=1)[C:2]([NH2:4])=[NH:3].